From a dataset of Forward reaction prediction with 1.9M reactions from USPTO patents (1976-2016). Predict the product of the given reaction. (1) Given the reactants Br[C:2]1[N:7]2[CH:8]=[N:9][CH:10]=[C:6]2[C:5]([O:11][CH2:12][C@@H:13]2[CH2:18][CH2:17][CH2:16][N:15]([C:19]([O:21][C:22]([CH3:25])([CH3:24])[CH3:23])=[O:20])[CH2:14]2)=[N:4][C:3]=1Cl.[CH3:27][N:28]1[C:32]2=[N:33][CH:34]=[C:35](B3OC(C)(C)C(C)(C)O3)[CH:36]=[C:31]2[CH:30]=[N:29]1.C(=O)([O-])[O-].[K+].[K+].[C:52]([C:54]1[CH:59]=[CH:58][C:57](B(O)O)=[CH:56][CH:55]=1)#[N:53].C(=O)([O-])[O-].[Cs+].[Cs+], predict the reaction product. The product is: [C:52]([C:54]1[CH:59]=[CH:58][C:57]([C:3]2[N:4]=[C:5]([O:11][CH2:12][C@@H:13]3[CH2:18][CH2:17][CH2:16][N:15]([C:19]([O:21][C:22]([CH3:25])([CH3:24])[CH3:23])=[O:20])[CH2:14]3)[C:6]3[N:7]([CH:8]=[N:9][CH:10]=3)[C:2]=2[C:35]2[CH:36]=[C:31]3[CH:30]=[N:29][N:28]([CH3:27])[C:32]3=[N:33][CH:34]=2)=[CH:56][CH:55]=1)#[N:53]. (2) The product is: [Cl:1][C:2]1[CH:3]=[CH:4][C:5]([O:36][C:37]([F:40])([F:38])[F:39])=[C:6]([C:8]2[CH:13]=[CH:12][N:11]([CH:14]([CH2:31][CH:32]3[CH2:33][CH2:34]3)[C:15]([NH:17][C:18]3[CH:30]=[CH:29][C:21]([C:22]([OH:24])=[O:23])=[CH:20][CH:19]=3)=[O:16])[C:10](=[O:35])[CH:9]=2)[CH:7]=1. Given the reactants [Cl:1][C:2]1[CH:3]=[CH:4][C:5]([O:36][C:37]([F:40])([F:39])[F:38])=[C:6]([C:8]2[CH:13]=[CH:12][N:11]([CH:14]([CH2:31][CH:32]3[CH2:34][CH2:33]3)[C:15]([NH:17][C:18]3[CH:30]=[CH:29][C:21]([C:22]([O:24]C(C)(C)C)=[O:23])=[CH:20][CH:19]=3)=[O:16])[C:10](=[O:35])[CH:9]=2)[CH:7]=1.C(O)(C(F)(F)F)=O, predict the reaction product. (3) Given the reactants [C:1]([O:5][C:6]([N:8]1[CH2:12][CH2:11][CH2:10][C@@H:9]1[C:13]([OH:15])=O)=[O:7])([CH3:4])([CH3:3])[CH3:2].[NH:16]1[CH2:21][CH2:20][O:19][CH2:18][CH2:17]1.C(Cl)CCl.C1C=CC2N(O)N=NC=2C=1.CCN(CC)CC, predict the reaction product. The product is: [C:1]([O:5][C:6]([N:8]1[CH2:12][CH2:11][CH2:10][C@@H:9]1[C:13]([N:16]1[CH2:21][CH2:20][O:19][CH2:18][CH2:17]1)=[O:15])=[O:7])([CH3:2])([CH3:3])[CH3:4]. (4) Given the reactants [CH3:1][O:2][C:3]1[CH:8]=[CH:7][C:6]([S:9](Cl)(=[O:11])=[O:10])=[CH:5][CH:4]=1.[CH2:13]([NH2:15])[CH3:14], predict the reaction product. The product is: [CH2:13]([NH:15][S:9]([C:6]1[CH:7]=[CH:8][C:3]([O:2][CH3:1])=[CH:4][CH:5]=1)(=[O:11])=[O:10])[CH3:14].